Dataset: NCI-60 drug combinations with 297,098 pairs across 59 cell lines. Task: Regression. Given two drug SMILES strings and cell line genomic features, predict the synergy score measuring deviation from expected non-interaction effect. (1) Drug 1: C1=CC=C(C=C1)NC(=O)CCCCCCC(=O)NO. Drug 2: C1CN(P(=O)(OC1)NCCCl)CCCl. Cell line: HT29. Synergy scores: CSS=5.62, Synergy_ZIP=-7.44, Synergy_Bliss=-4.56, Synergy_Loewe=-3.16, Synergy_HSA=-3.23. (2) Cell line: NCI-H522. Drug 1: CC1=CC=C(C=C1)C2=CC(=NN2C3=CC=C(C=C3)S(=O)(=O)N)C(F)(F)F. Drug 2: CC=C1C(=O)NC(C(=O)OC2CC(=O)NC(C(=O)NC(CSSCCC=C2)C(=O)N1)C(C)C)C(C)C. Synergy scores: CSS=6.26, Synergy_ZIP=-0.297, Synergy_Bliss=-0.808, Synergy_Loewe=-35.4, Synergy_HSA=-1.51. (3) Drug 1: C1=CC(=CC=C1CCCC(=O)O)N(CCCl)CCCl. Drug 2: CC=C1C(=O)NC(C(=O)OC2CC(=O)NC(C(=O)NC(CSSCCC=C2)C(=O)N1)C(C)C)C(C)C. Cell line: HCC-2998. Synergy scores: CSS=63.7, Synergy_ZIP=-5.47, Synergy_Bliss=-10.4, Synergy_Loewe=-45.9, Synergy_HSA=-7.22. (4) Drug 1: CC1CCCC2(C(O2)CC(NC(=O)CC(C(C(=O)C(C1O)C)(C)C)O)C(=CC3=CSC(=N3)C)C)C. Drug 2: COCCOC1=C(C=C2C(=C1)C(=NC=N2)NC3=CC=CC(=C3)C#C)OCCOC.Cl. Cell line: HL-60(TB). Synergy scores: CSS=78.8, Synergy_ZIP=32.9, Synergy_Bliss=52.7, Synergy_Loewe=-23.6, Synergy_HSA=25.6.